This data is from Catalyst prediction with 721,799 reactions and 888 catalyst types from USPTO. The task is: Predict which catalyst facilitates the given reaction. Reactant: [NH2:1][C:2]1[S:3][CH:4]=[CH:5][C:6]=1[C:7]([O:9]C)=[O:8].[C:11](Cl)(=[O:16])[CH2:12][CH:13]([CH3:15])[CH3:14]. Product: [CH3:14][CH:13]([CH3:15])[CH2:12][C:11]([NH:1][C:2]1[S:3][CH:4]=[CH:5][C:6]=1[C:7]([OH:9])=[O:8])=[O:16]. The catalyst class is: 3.